This data is from CYP2C19 inhibition data for predicting drug metabolism from PubChem BioAssay. The task is: Regression/Classification. Given a drug SMILES string, predict its absorption, distribution, metabolism, or excretion properties. Task type varies by dataset: regression for continuous measurements (e.g., permeability, clearance, half-life) or binary classification for categorical outcomes (e.g., BBB penetration, CYP inhibition). Dataset: cyp2c19_veith. The drug is Cc1ccc(S(=O)(=O)N[C@H]2COC(=O)C/C=C\[C@@H](C)COC(=O)C/C=C\[C@@H]2C)cc1. The result is 0 (non-inhibitor).